This data is from Reaction yield outcomes from USPTO patents with 853,638 reactions. The task is: Predict the reaction yield, written as a fraction of the theoretical maximum amount of product (1.0 means a 100% yield; for example, 0.34 means a 34% yield). (1) The reactants are [CH3:1][N:2]([CH3:20])[C:3]([C:5]1[N:14]([CH:15]2[CH2:19][CH2:18][CH2:17][CH2:16]2)[C:8]2[N:9]=[C:10](Cl)[N:11]=[CH:12][C:7]=2[CH:6]=1)=[O:4].C(OC([N:28]1[CH2:33][CH2:32][N:31]([C:34]([C:36]2[CH:37]=[N:38][C:39]([NH2:42])=[CH:40][CH:41]=2)=[O:35])[CH2:30][CH2:29]1)=O)(C)(C)C. No catalyst specified. The product is [CH3:1][N:2]([CH3:20])[C:3]([C:5]1[N:14]([CH:15]2[CH2:19][CH2:18][CH2:17][CH2:16]2)[C:8]2[N:9]=[C:10]([NH:42][C:39]3[CH:40]=[CH:41][C:36]([C:34]([N:31]4[CH2:32][CH2:33][NH:28][CH2:29][CH2:30]4)=[O:35])=[CH:37][N:38]=3)[N:11]=[CH:12][C:7]=2[CH:6]=1)=[O:4]. The yield is 0.410. (2) The reactants are Br[C:2]1[CH:3]=[C:4]2[C:9](=[CH:10][CH:11]=1)[N:8]=[C:7]([Cl:12])[N:6]=[CH:5]2.[CH3:13][O:14][C:15]1[CH:16]=[C:17](B(O)O)[CH:18]=[C:19]([O:21][CH3:22])[CH:20]=1.C([O-])([O-])=O.[Cs+].[Cs+]. The catalyst is C1COCC1.O1CCOCC1.O.Cl[Pd](Cl)([P](C1C=CC=CC=1)(C1C=CC=CC=1)C1C=CC=CC=1)[P](C1C=CC=CC=1)(C1C=CC=CC=1)C1C=CC=CC=1. The product is [Cl:12][C:7]1[N:6]=[CH:5][C:4]2[C:9](=[CH:10][CH:11]=[C:2]([C:17]3[CH:16]=[C:15]([O:14][CH3:13])[CH:20]=[C:19]([O:21][CH3:22])[CH:18]=3)[CH:3]=2)[N:8]=1. The yield is 0.380. (3) The reactants are [Cl:1][C:2]1[CH:7]=[C:6]([Cl:8])[CH:5]=[CH:4][C:3]=1[C:9](=[O:16])[CH2:10][C:11]1[NH:12][CH:13]=[CH:14][N:15]=1.C1COCC1.[OH-].[K+].[C:24]([O:28][CH2:29][CH3:30])(=[O:27])[CH:25]=[CH2:26]. The catalyst is O.C(O)C. The product is [Cl:1][C:2]1[CH:7]=[C:6]([Cl:8])[CH:5]=[CH:4][C:3]=1[C:9](=[O:16])[CH:10]([C:11]1[NH:15][CH:14]=[CH:13][N:12]=1)[CH2:26][CH2:25][C:24]([O:28][CH2:29][CH3:30])=[O:27]. The yield is 1.08. (4) The reactants are [NH:1]1[CH2:6][CH2:5][NH:4][CH2:3][CH2:2]1.[CH3:7][S:8]([Cl:11])(=[O:10])=[O:9]. The catalyst is C(Cl)Cl. The product is [Cl-:11].[S:8]([NH+:1]1[CH2:6][CH2:5][NH:4][CH2:3][CH2:2]1)([CH3:7])(=[O:10])=[O:9]. The yield is 0.320. (5) The reactants are [F:1][C:2]1[CH:3]=[C:4]2[C:9](=[CH:10][CH:11]=1)[N:8]=[C:7]([NH:12][C:13](=[O:17])OCC)[C:6]([O:18][CH3:19])=[N:5]2.[CH3:20][C:21]1[CH:26]=[CH:25][CH:24]=[CH:23][C:22]=1[N:27]1[CH2:32][CH2:31][NH:30][CH2:29][CH2:28]1. No catalyst specified. The product is [F:1][C:2]1[CH:3]=[C:4]2[C:9](=[CH:10][CH:11]=1)[N:8]=[C:7]([NH:12][C:13]([N:30]1[CH2:31][CH2:32][N:27]([C:22]3[CH:23]=[CH:24][CH:25]=[CH:26][C:21]=3[CH3:20])[CH2:28][CH2:29]1)=[O:17])[C:6]([O:18][CH3:19])=[N:5]2. The yield is 0.770.